Dataset: Acute oral toxicity (LD50) regression data from Zhu et al.. Task: Regression/Classification. Given a drug SMILES string, predict its toxicity properties. Task type varies by dataset: regression for continuous values (e.g., LD50, hERG inhibition percentage) or binary classification for toxic/non-toxic outcomes (e.g., AMES mutagenicity, cardiotoxicity, hepatotoxicity). Dataset: ld50_zhu. (1) The molecule is N#Cc1cc(I)c(O)c(I)c1. The rat oral LD50 is 3.53, given as -log10 of the dose in mol/kg body weight (higher means more acutely toxic). (2) The compound is CC(C)COC(=O)c1ccccc1C(=O)OCC(C)C. The rat oral LD50 is 1.27, given as -log10 of the dose in mol/kg body weight (higher means more acutely toxic). (3) The molecule is O=P(OCCCl)(OCCCl)OCCCl. The rat oral LD50 is 2.37, given as -log10 of the dose in mol/kg body weight (higher means more acutely toxic). (4) The drug is CCCCC(=O)c1ccc(N)cc1. The rat oral LD50 is 3.32, given as -log10 of the dose in mol/kg body weight (higher means more acutely toxic). (5) The compound is CCOP(=S)(OCC)OC(=CCl)c1cc(Cl)ccc1Cl. The rat oral LD50 is 3.95, given as -log10 of the dose in mol/kg body weight (higher means more acutely toxic). (6) The molecule is CN1C(C(=O)Nc2ccccn2)=C(O)c2sc(Cl)cc2S1(=O)=O. The rat oral LD50 is 4.81, given as -log10 of the dose in mol/kg body weight (higher means more acutely toxic).